This data is from Forward reaction prediction with 1.9M reactions from USPTO patents (1976-2016). The task is: Predict the product of the given reaction. (1) Given the reactants [F:1][C:2]1[CH:14]=[CH:13][CH:12]=[C:11]([F:15])[C:3]=1[CH2:4][N:5]1[CH2:9][CH:8]=[CH:7][N:6]1O.P(Br)(Br)([Br:18])=O, predict the reaction product. The product is: [Br:18][C:9]1[N:5]([CH2:4][C:3]2[C:2]([F:1])=[CH:14][CH:13]=[CH:12][C:11]=2[F:15])[N:6]=[CH:7][CH:8]=1. (2) Given the reactants [N:1]1[C:5]2[CH:6]=[CH:7][CH:8]=[CH:9][C:4]=2[NH:3][CH:2]=1.Cl[C:11]1[N:19]=[C:18]2[C:14]([N:15]=[C:16]([CH2:21][N:22]3[CH2:27][CH2:26][N:25]([C:28]([CH3:32])([CH3:31])[CH2:29][OH:30])[CH2:24][CH2:23]3)[N:17]2[CH3:20])=[C:13]([N:33]2[CH2:38][CH2:37][O:36][CH2:35][CH2:34]2)[N:12]=1.[F:39][CH:40]([F:44])[C:41](O)=O, predict the reaction product. The product is: [F:39][C:40]([C:2]1[N:3]([C:11]2[N:19]=[C:18]3[C:14]([N:15]=[C:16]([CH2:21][N:22]4[CH2:27][CH2:26][N:25]([C:28]([CH3:32])([CH3:31])[CH2:29][OH:30])[CH2:24][CH2:23]4)[N:17]3[CH3:20])=[C:13]([N:33]3[CH2:38][CH2:37][O:36][CH2:35][CH2:34]3)[N:12]=2)[C:4]2[CH:9]=[CH:8][CH:7]=[CH:6][C:5]=2[N:1]=1)([F:44])[CH3:41]. (3) Given the reactants FC(F)(F)C([O-])=O.[CH2:8]([NH:10][C:11]([C:13]1[CH:29]=[CH:28][C:16]2[N:17]([CH:22]3[CH2:27][CH2:26][NH2+:25][CH2:24][CH2:23]3)[C:18](=[O:21])[N:19]([CH3:20])[C:15]=2[CH:14]=1)=[O:12])[CH3:9].C(N(CC)CC)C.[Cl:37][CH2:38][C:39]([N:41]1[CH2:46][CH2:45][C:44]([CH3:48])([CH3:47])[CH2:43][CH2:42]1)=[O:40].C(=O)(O)[O-].[Na+], predict the reaction product. The product is: [Cl-:37].[CH3:47][C:44]1([CH3:48])[CH2:43][CH2:42][N:41]([C:39](=[O:40])[CH2:38][NH+:25]2[CH2:24][CH2:23][CH:22]([N:17]3[C:16]4[CH:28]=[CH:29][C:13]([C:11]([NH:10][CH2:8][CH3:9])=[O:12])=[CH:14][C:15]=4[N:19]([CH3:20])[C:18]3=[O:21])[CH2:27][CH2:26]2)[CH2:46][CH2:45]1. (4) Given the reactants Cl[CH2:2][C:3]1[N:12]([C:13]2[CH:18]=[CH:17][CH:16]=[CH:15][C:14]=2[Cl:19])[C:11](=[O:20])[C:10]2[C:5](=[CH:6][CH:7]=[CH:8][C:9]=2[CH3:21])[N:4]=1.O.[SH:23][C:24]1[N:32]=[CH:31][N:30]=[C:29]2[C:25]=1[NH:26][CH:27]=[N:28]2.C([O-])([O-])=O.[K+].[K+], predict the reaction product. The product is: [Cl:19][C:14]1[CH:15]=[CH:16][CH:17]=[CH:18][C:13]=1[N:12]1[C:11](=[O:20])[C:10]2[C:5](=[CH:6][CH:7]=[CH:8][C:9]=2[CH3:21])[N:4]=[C:3]1[CH2:2][S:23][C:24]1[N:32]=[CH:31][N:30]=[C:29]2[C:25]=1[N:26]=[CH:27][NH:28]2. (5) Given the reactants [Cl:1][C:2]1[CH:7]=[CH:6][C:5]([C:8]2[C:17]3[C:12](=[CH:13][CH:14]=[CH:15][CH:16]=3)[N:11]=[C:10]([NH:18]CCCN3CCC(C4C=C(NC(=O)C)C=CC=4)CC3)[N:9]=2)=[CH:4][CH:3]=1.N[CH2:39][CH2:40][N:41]1[CH2:46][CH2:45][CH:44]([C:47]2[CH:48]=[C:49]([NH:53][C:54](=[O:56])[CH3:55])[CH:50]=[CH:51][CH:52]=2)[CH2:43][CH2:42]1, predict the reaction product. The product is: [Cl:1][C:2]1[CH:3]=[CH:4][C:5]([C:8]2[C:17]3[C:12](=[CH:13][CH:14]=[CH:15][CH:16]=3)[N:11]=[C:10]([NH:18][CH2:39][CH2:40][N:41]3[CH2:46][CH2:45][CH:44]([C:47]4[CH:48]=[C:49]([NH:53][C:54](=[O:56])[CH3:55])[CH:50]=[CH:51][CH:52]=4)[CH2:43][CH2:42]3)[N:9]=2)=[CH:6][CH:7]=1. (6) Given the reactants C(NC(C)C)(C)C.C([Li])CCC.C(N(CC)[C:16](=[O:33])[C:17]1[CH:22]=[CH:21][C:20]([F:23])=[CH:19][C:18]=1[C:24]1[C:25]([O:31][CH3:32])=[N:26][CH:27]=[N:28][C:29]=1[CH3:30])C, predict the reaction product. The product is: [F:23][C:20]1[CH:21]=[CH:22][C:17]2[C:16]([OH:33])=[CH:30][C:29]3[N:28]=[CH:27][N:26]=[C:25]([O:31][CH3:32])[C:24]=3[C:18]=2[CH:19]=1. (7) Given the reactants [NH:1]1[C:5]2[CH:6]=[CH:7][CH:8]=[CH:9][C:4]=2[N:3]=[C:2]1[C:10]([C:12]1[CH:17]=[CH:16][C:15]([O:18]CC2C=CC(OC)=CC=2)=[CH:14][CH:13]=1)=[O:11].C(O)(C(F)(F)F)=O.C([O-])(O)=O.[Na+], predict the reaction product. The product is: [NH:1]1[C:5]2[CH:6]=[CH:7][CH:8]=[CH:9][C:4]=2[N:3]=[C:2]1[C:10]([C:12]1[CH:17]=[CH:16][C:15]([OH:18])=[CH:14][CH:13]=1)=[O:11]. (8) Given the reactants [CH2:1]([C:3]1[CH:4]=[C:5]([NH:22][NH2:23])[N:6]=[N:7][C:8]=1[CH2:9][N:10]1[CH:14]=[CH:13][N:12]=[C:11]1[C:15]1[CH:20]=[CH:19][CH:18]=[C:17]([F:21])[CH:16]=1)[CH3:2].[CH:24](O)=O, predict the reaction product. The product is: [CH2:1]([C:3]1[C:8]([CH2:9][N:10]2[CH:14]=[CH:13][N:12]=[C:11]2[C:15]2[CH:20]=[CH:19][CH:18]=[C:17]([F:21])[CH:16]=2)=[N:7][N:6]2[CH:24]=[N:23][N:22]=[C:5]2[CH:4]=1)[CH3:2].